From a dataset of Reaction yield outcomes from USPTO patents with 853,638 reactions. Predict the reaction yield, written as a fraction of the theoretical maximum amount of product (1.0 means a 100% yield; for example, 0.34 means a 34% yield). (1) The reactants are Cl.Cl.[NH2:3][CH2:4][C@@:5]1([OH:13])[CH:10]2[CH2:11][CH2:12][N:7]([CH2:8][CH2:9]2)[CH2:6]1.C([O-])([O-])=O.[Cs+].[Cs+].[Br:20][C:21]1[CH:22]=[C:23]2[C:28](=[CH:29][CH:30]=1)[CH:27]=[N:26][C:25]([N:31]=[C:32]=S)=[CH:24]2.C(N=C=NC(C)C)(C)C. The catalyst is CN(C)C=O. The product is [Br:20][C:21]1[CH:22]=[C:23]2[C:28](=[CH:29][CH:30]=1)[CH:27]=[N:26][C:25]([NH:31][C:32]1[O:13][C@:5]3([CH2:4][N:3]=1)[CH:10]1[CH2:9][CH2:8][N:7]([CH2:12][CH2:11]1)[CH2:6]3)=[CH:24]2. The yield is 0.360. (2) The reactants are [CH2:1]([Li])CCC.[NH:6]1[C:10]2[CH:11]=[CH:12][CH:13]=[CH:14][C:9]=2[N:8]=[C:7]1[S:15][CH:16]1[CH2:21][CH2:20][N:19]([C:22]([O:24][C:25]([CH3:28])([CH3:27])[CH3:26])=[O:23])[CH2:18][CH2:17]1.CI.[Cl-].[NH4+]. The catalyst is O1CCCC1. The product is [CH3:1][N:6]1[C:10]2[CH:11]=[CH:12][CH:13]=[CH:14][C:9]=2[N:8]=[C:7]1[S:15][CH:16]1[CH2:21][CH2:20][N:19]([C:22]([O:24][C:25]([CH3:28])([CH3:27])[CH3:26])=[O:23])[CH2:18][CH2:17]1. The yield is 1.00.